Task: Predict the reaction yield, written as a fraction of the theoretical maximum amount of product (1.0 means a 100% yield; for example, 0.34 means a 34% yield).. Dataset: Reaction yield outcomes from USPTO patents with 853,638 reactions (1) The reactants are [C:1]([O:5][C:6]([N:8]1[CH2:12][CH2:11][CH2:10][C@H:9]1[CH2:13][N:14]1[C:18]2[N:19]=[CH:20][N:21]=[C:22]([NH2:23])[C:17]=2[C:16](I)=[CH:15]1)=[O:7])([CH3:4])([CH3:3])[CH3:2].[O:25]([C:32]1[CH:37]=[CH:36][C:35](B(O)O)=[CH:34][CH:33]=1)[C:26]1[CH:31]=[CH:30][CH:29]=[CH:28][CH:27]=1.C([O-])([O-])=O.[Na+].[Na+]. The catalyst is O1CCOCC1.O.C1C=CC([P]([Pd]([P](C2C=CC=CC=2)(C2C=CC=CC=2)C2C=CC=CC=2)([P](C2C=CC=CC=2)(C2C=CC=CC=2)C2C=CC=CC=2)[P](C2C=CC=CC=2)(C2C=CC=CC=2)C2C=CC=CC=2)(C2C=CC=CC=2)C2C=CC=CC=2)=CC=1. The product is [C:1]([O:5][C:6]([N:8]1[CH2:12][CH2:11][CH2:10][C@H:9]1[CH2:13][N:14]1[C:18]2[N:19]=[CH:20][N:21]=[C:22]([NH2:23])[C:17]=2[C:16]([C:35]2[CH:36]=[CH:37][C:32]([O:25][C:26]3[CH:31]=[CH:30][CH:29]=[CH:28][CH:27]=3)=[CH:33][CH:34]=2)=[CH:15]1)=[O:7])([CH3:4])([CH3:3])[CH3:2]. The yield is 0.910. (2) The reactants are C(S[C:4]1[N:13]=[C:12]([OH:14])[C:11]2[C:6](=[C:7]3[CH:17]=[CH:16][N:15]([S:18]([C:21]4[CH:26]=[CH:25][CH:24]=[CH:23][CH:22]=4)(=[O:20])=[O:19])[C:8]3=[CH:9][CH:10]=2)[N:5]=1)C.Cl.CC[OH:30]. The product is [C:21]1([S:18]([N:15]2[C:8]3=[CH:9][CH:10]=[C:11]4[C:6]([NH:5][C:4](=[O:30])[NH:13][C:12]4=[O:14])=[C:7]3[CH:17]=[CH:16]2)(=[O:20])=[O:19])[CH:22]=[CH:23][CH:24]=[CH:25][CH:26]=1. No catalyst specified. The yield is 0.950. (3) The reactants are CC(OI1(OC(C)=O)(OC(C)=O)OC(=O)C2C=CC=CC1=2)=O.[CH3:23][C:24]([CH3:35])([CH2:27][CH:28]1[CH2:33][CH2:32][CH2:31][CH:30]([CH3:34])[CH2:29]1)[CH2:25][OH:26]. The catalyst is ClCCl. The product is [CH3:23][C:24]([CH3:35])([CH2:27][CH:28]1[CH2:33][CH2:32][CH2:31][CH:30]([CH3:34])[CH2:29]1)[CH:25]=[O:26]. The yield is 0.330. (4) The reactants are [CH3:1][C:2]1[C:6]([CH2:7][N:8]2[CH:12]=[C:11]([N:13]3[C:17](=[O:18])[CH2:16][NH:15][C:14]3=[O:19])[CH:10]=[N:9]2)=[C:5]([CH3:20])[O:4][N:3]=1.Br[CH2:22][CH2:23][CH2:24][C:25]1[CH:30]=[CH:29][CH:28]=[CH:27][CH:26]=1. No catalyst specified. The product is [CH3:1][C:2]1[C:6]([CH2:7][N:8]2[CH:12]=[C:11]([N:13]3[C:17](=[O:18])[CH2:16][N:15]([CH2:22][CH2:23][CH2:24][C:25]4[CH:30]=[CH:29][CH:28]=[CH:27][CH:26]=4)[C:14]3=[O:19])[CH:10]=[N:9]2)=[C:5]([CH3:20])[O:4][N:3]=1. The yield is 0.360. (5) The reactants are [C:1]1([N:7]2[C:11]([C:12]([F:15])([F:14])[F:13])=[CH:10][C:9]([NH:16][C:17](=[O:25])OC3C=CC=CC=3)=[N:8]2)[CH:6]=[CH:5][CH:4]=[CH:3][CH:2]=1.[CH3:26][O:27][C:28]1[CH:29]=[C:30]2[C:35](=[CH:36][C:37]=1[O:38][CH3:39])[N:34]=[CH:33][N:32]=[C:31]2[S:40][C:41]1[CH:42]=[C:43]([CH:45]=[CH:46][CH:47]=1)[NH2:44].C(N(CC)C(C)C)(C)C. The catalyst is C1COCC1. The product is [CH3:26][O:27][C:28]1[CH:29]=[C:30]2[C:35](=[CH:36][C:37]=1[O:38][CH3:39])[N:34]=[CH:33][N:32]=[C:31]2[S:40][C:41]1[CH:42]=[C:43]([NH:44][C:17]([NH:16][C:9]2[CH:10]=[C:11]([C:12]([F:13])([F:14])[F:15])[N:7]([C:1]3[CH:2]=[CH:3][CH:4]=[CH:5][CH:6]=3)[N:8]=2)=[O:25])[CH:45]=[CH:46][CH:47]=1. The yield is 0.450. (6) The yield is 0.735. The catalyst is C(#N)C.ClCCl. The reactants are [NH2:1][C:2]1[CH:3]=[CH:4][C:5]([C:51]2([C:54]#[N:55])[CH2:53][CH2:52]2)=[C:6]([CH2:8][N:9]([CH3:50])[C:10]([CH:12]([NH:24][C:25]2[CH:26]=[C:27]3[C:32](=[CH:33][CH:34]=2)[C:31]([N:35]([C:43]([O:45][C:46]([CH3:49])([CH3:48])[CH3:47])=[O:44])[C:36](=[O:42])[O:37][C:38]([CH3:41])([CH3:40])[CH3:39])=[N:30][CH:29]=[CH:28]3)[C:13]2[CH:18]=[CH:17][C:16]([C@@H:19]([CH3:22])[CH2:20][OH:21])=[C:15]([CH3:23])[CH:14]=2)=[O:11])[CH:7]=1.[C:56](Cl)(Cl)=[O:57]. The product is [C:38]([O:37][C:36]([N:35]([C:31]1[C:32]2[C:27](=[CH:26][C:25]([NH:24][C@H:12]3[C:10](=[O:11])[N:9]([CH3:50])[CH2:8][C:6]4[CH:7]=[C:2]([CH:3]=[CH:4][C:5]=4[C:51]4([C:54]#[N:55])[CH2:52][CH2:53]4)[NH:1][C:56](=[O:57])[O:21][CH2:20][C@H:19]([CH3:22])[C:16]4[C:15]([CH3:23])=[CH:14][C:13]3=[CH:18][CH:17]=4)=[CH:34][CH:33]=2)[CH:28]=[CH:29][N:30]=1)[C:43](=[O:44])[O:45][C:46]([CH3:48])([CH3:47])[CH3:49])=[O:42])([CH3:39])([CH3:40])[CH3:41]. (7) The reactants are [CH3:1][O:2][C:3]1[N:8]=[CH:7][C:6]([NH2:9])=[CH:5][CH:4]=1.[Cl:10][C:11]1[CH:12]=[C:13]([C:18]2[N:23]=[C:22]([CH3:24])[N:21]=[C:20]([N:25]([CH2:35][C:36]3[CH:41]=[CH:40][C:39]([O:42][CH3:43])=[CH:38][CH:37]=3)[CH2:26][C:27]3[CH:32]=[CH:31][C:30]([O:33][CH3:34])=[CH:29][CH:28]=3)[N:19]=2)[C:14](F)=[N:15][CH:16]=1.[Li+].C[Si]([N-][Si](C)(C)C)(C)C. The catalyst is C1COCC1. The product is [Cl:10][C:11]1[CH:12]=[C:13]([C:18]2[N:23]=[C:22]([CH3:24])[N:21]=[C:20]([N:25]([CH2:26][C:27]3[CH:28]=[CH:29][C:30]([O:33][CH3:34])=[CH:31][CH:32]=3)[CH2:35][C:36]3[CH:37]=[CH:38][C:39]([O:42][CH3:43])=[CH:40][CH:41]=3)[N:19]=2)[C:14]([NH:9][C:6]2[CH:7]=[N:8][C:3]([O:2][CH3:1])=[CH:4][CH:5]=2)=[N:15][CH:16]=1. The yield is 0.860. (8) The reactants are C(O[C:4](=[O:17])[CH2:5][O:6][C:7]1[C:8]([N+:14]([O-])=O)=[N:9][C:10](Br)=[CH:11][CH:12]=1)C.BrC1N=C([N+]([O-])=O)[C:22]([OH:28])=CC=1.C([O-])([O-])=O.[K+].[K+].BrCC(OCC)=O. The catalyst is CC(C)=O.CCOCC. The product is [O:17]=[C:4]1[CH2:5][O:6][C:7]2[CH:12]=[CH:11][C:10]([CH:22]=[O:28])=[N:9][C:8]=2[NH:14]1. The yield is 0.740.